Task: Regression. Given two drug SMILES strings and cell line genomic features, predict the synergy score measuring deviation from expected non-interaction effect.. Dataset: NCI-60 drug combinations with 297,098 pairs across 59 cell lines (1) Drug 1: CCCS(=O)(=O)NC1=C(C(=C(C=C1)F)C(=O)C2=CNC3=C2C=C(C=N3)C4=CC=C(C=C4)Cl)F. Drug 2: CC1CCC2CC(C(=CC=CC=CC(CC(C(=O)C(C(C(=CC(C(=O)CC(OC(=O)C3CCCCN3C(=O)C(=O)C1(O2)O)C(C)CC4CCC(C(C4)OC)O)C)C)O)OC)C)C)C)OC. Cell line: OVCAR-4. Synergy scores: CSS=27.1, Synergy_ZIP=2.54, Synergy_Bliss=8.61, Synergy_Loewe=-11.5, Synergy_HSA=6.65. (2) Drug 1: CN1C(=O)N2C=NC(=C2N=N1)C(=O)N. Drug 2: CCC1(CC2CC(C3=C(CCN(C2)C1)C4=CC=CC=C4N3)(C5=C(C=C6C(=C5)C78CCN9C7C(C=CC9)(C(C(C8N6C)(C(=O)OC)O)OC(=O)C)CC)OC)C(=O)OC)O.OS(=O)(=O)O. Cell line: HL-60(TB). Synergy scores: CSS=14.8, Synergy_ZIP=5.71, Synergy_Bliss=0.219, Synergy_Loewe=2.29, Synergy_HSA=1.86. (3) Drug 1: CCC1=C2CN3C(=CC4=C(C3=O)COC(=O)C4(CC)O)C2=NC5=C1C=C(C=C5)O. Drug 2: CC1C(C(CC(O1)OC2CC(CC3=C2C(=C4C(=C3O)C(=O)C5=CC=CC=C5C4=O)O)(C(=O)C)O)N)O. Cell line: RXF 393. Synergy scores: CSS=79.9, Synergy_ZIP=4.12, Synergy_Bliss=3.88, Synergy_Loewe=5.67, Synergy_HSA=7.93. (4) Drug 1: CC12CCC3C(C1CCC2O)C(CC4=C3C=CC(=C4)O)CCCCCCCCCS(=O)CCCC(C(F)(F)F)(F)F. Drug 2: C1=CN(C=N1)CC(O)(P(=O)(O)O)P(=O)(O)O. Cell line: SN12C. Synergy scores: CSS=0.0485, Synergy_ZIP=0.632, Synergy_Bliss=2.41, Synergy_Loewe=-0.643, Synergy_HSA=0.186. (5) Drug 1: C1=NC2=C(N=C(N=C2N1C3C(C(C(O3)CO)O)O)F)N. Drug 2: COC1=C2C(=CC3=C1OC=C3)C=CC(=O)O2. Cell line: HOP-62. Synergy scores: CSS=7.65, Synergy_ZIP=-1.90, Synergy_Bliss=-0.0970, Synergy_Loewe=-12.1, Synergy_HSA=-3.82. (6) Drug 1: C1=CN(C=N1)CC(O)(P(=O)(O)O)P(=O)(O)O. Drug 2: CC1CCCC2(C(O2)CC(NC(=O)CC(C(C(=O)C(C1O)C)(C)C)O)C(=CC3=CSC(=N3)C)C)C. Cell line: U251. Synergy scores: CSS=47.7, Synergy_ZIP=0.740, Synergy_Bliss=-1.90, Synergy_Loewe=-23.2, Synergy_HSA=-0.00222. (7) Drug 1: CC1=C(C=C(C=C1)NC2=NC=CC(=N2)N(C)C3=CC4=NN(C(=C4C=C3)C)C)S(=O)(=O)N.Cl. Drug 2: C1=NC2=C(N1)C(=S)N=CN2. Cell line: HT29. Synergy scores: CSS=0.538, Synergy_ZIP=-7.96, Synergy_Bliss=-13.6, Synergy_Loewe=-38.8, Synergy_HSA=-15.9. (8) Drug 1: CCC1(CC2CC(C3=C(CCN(C2)C1)C4=CC=CC=C4N3)(C5=C(C=C6C(=C5)C78CCN9C7C(C=CC9)(C(C(C8N6C=O)(C(=O)OC)O)OC(=O)C)CC)OC)C(=O)OC)O.OS(=O)(=O)O. Drug 2: C#CCC(CC1=CN=C2C(=N1)C(=NC(=N2)N)N)C3=CC=C(C=C3)C(=O)NC(CCC(=O)O)C(=O)O. Cell line: SNB-19. Synergy scores: CSS=48.9, Synergy_ZIP=-3.65, Synergy_Bliss=-3.90, Synergy_Loewe=-7.94, Synergy_HSA=-3.05.